Predict the reactants needed to synthesize the given product. From a dataset of Full USPTO retrosynthesis dataset with 1.9M reactions from patents (1976-2016). (1) Given the product [Cl:24][C:21]1[CH:22]=[CH:23][C:18]([NH2:17])=[C:19]([O:25][C:2]2[CH:7]=[CH:6][C:5]([S:8]([CH2:11][CH3:12])(=[O:10])=[O:9])=[C:4]([C:13]([F:16])([F:15])[F:14])[CH:3]=2)[CH:20]=1, predict the reactants needed to synthesize it. The reactants are: Br[C:2]1[CH:7]=[CH:6][C:5]([S:8]([CH2:11][CH3:12])(=[O:10])=[O:9])=[C:4]([C:13]([F:16])([F:15])[F:14])[CH:3]=1.[NH2:17][C:18]1[CH:23]=[CH:22][C:21]([Cl:24])=[CH:20][C:19]=1[OH:25]. (2) Given the product [Cl:22][C:23]1[CH:24]=[CH:25][C:26]([CH2:29][CH:30]([C:34]2[CH:35]=[CH:36][CH:37]=[CH:38][CH:39]=2)[CH:31]([NH:33][C:12]([C:7]2([C:1]3[CH:2]=[CH:3][CH:4]=[CH:5][CH:6]=3)[CH2:8][CH2:9][CH2:10][CH2:11]2)=[O:14])[CH3:32])=[CH:27][CH:28]=1, predict the reactants needed to synthesize it. The reactants are: [C:1]1([C:7]2([C:12]([OH:14])=O)[CH2:11][CH2:10][CH2:9][CH2:8]2)[CH:6]=[CH:5][CH:4]=[CH:3][CH:2]=1.C(Cl)(=O)C(Cl)=O.Cl.[Cl:22][C:23]1[CH:28]=[CH:27][C:26]([CH2:29][CH:30]([C:34]2[CH:39]=[CH:38][CH:37]=[CH:36][CH:35]=2)[CH:31]([NH2:33])[CH3:32])=[CH:25][CH:24]=1.CN1CCOCC1. (3) Given the product [F:1][CH:2]([F:11])[O:3][C:4]1[CH:5]=[C:6]([NH:7][N:12]=[C:24]([C:25](=[O:27])[CH3:26])[C:21](=[O:23])[CH3:22])[CH:8]=[CH:9][CH:10]=1, predict the reactants needed to synthesize it. The reactants are: [F:1][CH:2]([F:11])[O:3][C:4]1[CH:5]=[C:6]([CH:8]=[CH:9][CH:10]=1)[NH2:7].[N:12]([O-])=O.[Na+].C([O-])(=O)C.[Na+].[C:21]([CH2:24][C:25](=[O:27])[CH3:26])(=[O:23])[CH3:22].